Dataset: Reaction yield outcomes from USPTO patents with 853,638 reactions. Task: Predict the reaction yield, written as a fraction of the theoretical maximum amount of product (1.0 means a 100% yield; for example, 0.34 means a 34% yield). (1) The yield is 0.900. The reactants are [OH:1][C:2]1([C:17]#[C:18]/[C:19](/[CH2:26][CH2:27][CH3:28])=[CH:20]\[C:21]([O:23][CH2:24][CH3:25])=[O:22])[C:14]2([CH3:15])[CH:12]([CH2:13]2)[C:5]2(OC(C)C(C)[O:6]2)[CH:4]=[C:3]1[CH3:16].Cl.O. The catalyst is CC(C)=O. The product is [OH:1][C:2]1([C:17]#[C:18]/[C:19](/[CH2:26][CH2:27][CH3:28])=[CH:20]\[C:21]([O:23][CH2:24][CH3:25])=[O:22])[C:3]([CH3:16])=[CH:4][C:5](=[O:6])[CH:12]2[C:14]1([CH3:15])[CH2:13]2. (2) The reactants are [CH2:1]([NH2:4])[CH2:2][NH2:3].[F:5][C:6]1[CH:11]=[CH:10][C:9]([C:12](=O)[C:13]([O:15]CC)=O)=[C:8]([O:19][CH3:20])[CH:7]=1. The catalyst is C(O)C. The product is [F:5][C:6]1[CH:11]=[CH:10][C:9]([C:12]2[C:13](=[O:15])[NH:3][CH2:2][CH2:1][N:4]=2)=[C:8]([O:19][CH3:20])[CH:7]=1. The yield is 0.790. (3) The reactants are F[C:2]1[CH:7]=[CH:6][C:5]([CH2:8][C:9]([O:11][CH3:12])=[O:10])=[C:4]([OH:13])[CH:3]=1.[Br-].[Cl:15]C1C=CC(C[P+](C2C=CC=CC=2)(C2C=CC=CC=2)C2C=CC=CC=2)=C(O)C=1. No catalyst specified. The product is [Cl:15][C:2]1[CH:7]=[CH:6][C:5]([CH2:8][C:9]([O:11][CH3:12])=[O:10])=[C:4]([OH:13])[CH:3]=1. The yield is 0.340. (4) The reactants are Br[C:2]1[CH:3]=[C:4]([CH:9]=[CH:10][C:11]=1[F:12])[C:5]([O:7][CH3:8])=[O:6].C([N:15](CC)CC)C.[C:20]1([CH3:26])[CH:25]=[CH:24][CH:23]=[CH:22][CH:21]=1. The catalyst is [Cu]I.Cl[Pd](Cl)([P](C1C=CC=CC=1)(C1C=CC=CC=1)C1C=CC=CC=1)[P](C1C=CC=CC=1)(C1C=CC=CC=1)C1C=CC=CC=1. The product is [F:12][C:11]1[CH:10]=[CH:9][C:4]([C:5]([O:7][CH3:8])=[O:6])=[CH:3][C:2]=1[C:26]#[C:20][C:21]1[CH:22]=[CH:23][CH:24]=[CH:25][N:15]=1. The yield is 0.390. (5) The reactants are FC(F)(F)C(O)=O.[Cl:8][C:9]1[CH:10]=[CH:11][C:12]([O:23][CH3:24])=[C:13]([C:15]2[CH:20]=[C:19]([NH2:21])[N:18]=[C:17]([NH2:22])[CH:16]=2)[CH:14]=1.[Cl:25][C:26]1[CH:31]=[CH:30][C:29](B(O)O)=[CH:28][CH:27]=1.C(N(CC)CC)C. The catalyst is ClCCl.C([O-])(=O)C.[Cu+2].C([O-])(=O)C. The product is [Cl:8][C:9]1[CH:10]=[CH:11][C:12]([O:23][CH3:24])=[C:13]([C:15]2[CH:16]=[C:17]([NH2:22])[N:18]=[C:19]([NH:21][C:29]3[CH:30]=[CH:31][C:26]([Cl:25])=[CH:27][CH:28]=3)[CH:20]=2)[CH:14]=1. The yield is 0.330.